Dataset: Peptide-MHC class I binding affinity with 185,985 pairs from IEDB/IMGT. Task: Regression. Given a peptide amino acid sequence and an MHC pseudo amino acid sequence, predict their binding affinity value. This is MHC class I binding data. (1) The binding affinity (normalized) is 0.804. The peptide sequence is YQSFLFWFLK. The MHC is HLA-A68:01 with pseudo-sequence HLA-A68:01. (2) The peptide sequence is QAISPRTLNAW. The binding affinity (normalized) is 0.0993. The MHC is HLA-B42:01 with pseudo-sequence HLA-B42:01. (3) The peptide sequence is YITDDSDDY. The MHC is HLA-A31:01 with pseudo-sequence HLA-A31:01. The binding affinity (normalized) is 0. (4) The peptide sequence is SVLLFLAFVV. The MHC is HLA-A02:01 with pseudo-sequence HLA-A02:01. The binding affinity (normalized) is 0.976. (5) The MHC is HLA-A02:01 with pseudo-sequence HLA-A02:01. The peptide sequence is DPNFHQAVM. The binding affinity (normalized) is 0.0847. (6) The peptide sequence is HRYLIRQSM. The MHC is HLA-B39:01 with pseudo-sequence HLA-B39:01. The binding affinity (normalized) is 0.797.